From a dataset of NCI-60 drug combinations with 297,098 pairs across 59 cell lines. Regression. Given two drug SMILES strings and cell line genomic features, predict the synergy score measuring deviation from expected non-interaction effect. Drug 1: CCN(CC)CCCC(C)NC1=C2C=C(C=CC2=NC3=C1C=CC(=C3)Cl)OC. Drug 2: CN(C(=O)NC(C=O)C(C(C(CO)O)O)O)N=O. Cell line: SNB-75. Synergy scores: CSS=5.65, Synergy_ZIP=-1.96, Synergy_Bliss=-1.81, Synergy_Loewe=-5.61, Synergy_HSA=-3.59.